Dataset: Reaction yield outcomes from USPTO patents with 853,638 reactions. Task: Predict the reaction yield, written as a fraction of the theoretical maximum amount of product (1.0 means a 100% yield; for example, 0.34 means a 34% yield). (1) The reactants are [F:1][C:2]1[CH:7]=[CH:6][C:5]([F:8])=[CH:4][C:3]=1[CH:9](O)[C:10]1[S:11][CH:12]=[CH:13][N:14]=1.CN(C)C=O.[Cl:21][C:22]1[CH:27]=[CH:26][C:25]([SH:28])=[CH:24][CH:23]=1.C(=O)([O-])[O-].[K+].[K+]. The catalyst is S(Cl)(Cl)=O.C(OCC)(=O)C. The product is [Cl:21][C:22]1[CH:27]=[CH:26][C:25]([S:28][CH:9]([C:3]2[CH:4]=[C:5]([F:8])[CH:6]=[CH:7][C:2]=2[F:1])[C:10]2[S:11][CH:12]=[CH:13][N:14]=2)=[CH:24][CH:23]=1. The yield is 0.240. (2) The reactants are [CH3:1][C:2]1([C:5]([OH:7])=O)[CH2:4][CH2:3]1.C(Cl)CCl.C1C=CC2N(O)N=NC=2C=1.CCN(CC)CC.[CH2:29]([O:31][C:32]([CH:34]1[CH2:39][CH2:38][NH:37][CH2:36][CH2:35]1)=[O:33])[CH3:30]. The catalyst is C(Cl)Cl. The product is [CH2:29]([O:31][C:32]([CH:34]1[CH2:39][CH2:38][N:37]([C:5]([C:2]2([CH3:1])[CH2:4][CH2:3]2)=[O:7])[CH2:36][CH2:35]1)=[O:33])[CH3:30]. The yield is 0.920. (3) The reactants are P(Br)(Br)[Br:2].[Br:5][C:6]1[C:7]([F:15])=[C:8]([CH2:13]O)[C:9]([Cl:12])=[CH:10][CH:11]=1.O. The catalyst is ClCCl. The product is [Br:5][C:6]1[CH:11]=[CH:10][C:9]([Cl:12])=[C:8]([CH2:13][Br:2])[C:7]=1[F:15]. The yield is 0.300. (4) The reactants are [CH3:1][O:2][CH2:3][CH2:4][O:5][C:6]1[CH:7]=[CH:8][C:9](/[CH:26]=[CH:27]/[C:28](=[O:38])[NH:29][S:30]([CH2:33][CH2:34][CH2:35][CH2:36][CH3:37])(=[O:32])=[O:31])=[C:10]([CH:25]=1)[O:11][CH:12]1[CH2:17][CH2:16][N:15](C(OC(C)(C)C)=O)[CH2:14][CH2:13]1.C(OC(=O)C)C.[ClH:45]. The catalyst is C(OCC)(=O)C. The product is [ClH:45].[CH3:1][O:2][CH2:3][CH2:4][O:5][C:6]1[CH:7]=[CH:8][C:9](/[CH:26]=[CH:27]/[C:28]([NH:29][S:30]([CH2:33][CH2:34][CH2:35][CH2:36][CH3:37])(=[O:31])=[O:32])=[O:38])=[C:10]([O:11][CH:12]2[CH2:13][CH2:14][NH:15][CH2:16][CH2:17]2)[CH:25]=1. The yield is 0.950. (5) The reactants are [I:1][C:2]1[CH:3]=[N:4][C:5]2[C:10]([CH:11]=1)=[N:9][CH:8]=[CH:7][CH:6]=2.ClC1C=C(C=CC=1)C(OO)=[O:17].C(=O)([O-])[O-].[Na+].[Na+]. The catalyst is C(Cl)Cl. The product is [I:1][C:2]1[CH:11]=[C:10]2[C:5]([CH:6]=[CH:7][CH:8]=[N+:9]2[O-:17])=[N:4][CH:3]=1. The yield is 0.540.